Dataset: Peptide-MHC class II binding affinity with 134,281 pairs from IEDB. Task: Regression. Given a peptide amino acid sequence and an MHC pseudo amino acid sequence, predict their binding affinity value. This is MHC class II binding data. (1) The peptide sequence is SDTPYRVNRYTKSAH. The MHC is DRB1_0404 with pseudo-sequence DRB1_0404. The binding affinity (normalized) is 0. (2) The peptide sequence is AFAATHNPWASQRF. The MHC is DRB1_0901 with pseudo-sequence DRB1_0901. The binding affinity (normalized) is 0.268. (3) The peptide sequence is AGDLLAIETDKATI. The MHC is DRB4_0101 with pseudo-sequence DRB4_0103. The binding affinity (normalized) is 0.892.